This data is from Full USPTO retrosynthesis dataset with 1.9M reactions from patents (1976-2016). The task is: Predict the reactants needed to synthesize the given product. (1) Given the product [CH3:40][O:39][NH:41][C:29]([C:19]1[CH:20]=[C:21]2[C:26](=[CH:27][C:18]=1[O:17][CH2:10][C:11]1[CH:12]=[CH:13][CH:14]=[CH:15][CH:16]=1)[N:25]=[CH:24][CH:23]=[C:22]2[Cl:38])=[O:31], predict the reactants needed to synthesize it. The reactants are: S(Cl)(Cl)=O.CN(C)C=O.[CH2:10]([O:17][C:18]1[CH:27]=[C:26]2[C:21]([C:22](=O)[CH:23]=[CH:24][NH:25]2)=[CH:20][C:19]=1[C:29]([O:31]C1C=CC=CC=1)=O)[C:11]1[CH:16]=[CH:15][CH:14]=[CH:13][CH:12]=1.[ClH:38].[O:39]([NH2:41])[CH3:40]. (2) Given the product [CH:23]([NH:22][C:18]1[C:17]2[C:13]([C:9]3[CH:8]=[C:7]([CH:1]4[CH2:2][CH2:3][CH2:4][O:53]4)[N:12]=[CH:11][N:10]=3)=[N:14][NH:15][C:16]=2[CH:21]=[CH:20][N:19]=1)([CH3:25])[CH3:24], predict the reactants needed to synthesize it. The reactants are: [CH:1]1([C:7]2[N:12]=[CH:11][N:10]=[C:9]([C:13]3[C:17]4[C:18]([NH:22][CH:23]([CH3:25])[CH3:24])=[N:19][CH:20]=[CH:21][C:16]=4[NH:15][N:14]=3)[CH:8]=2)CC[CH2:4][CH2:3][CH2:2]1.ClC1N=CN=C(C2C3C(NC(C)C)=NC=CC=3N(CC3C=CC([O:53]C)=CC=3)N=2)C=1.O1CCC=C1B1OC(C)(C)C(C)(C)O1. (3) Given the product [NH3:3].[CH2:52]([O:59][C:60]1[CH:65]=[CH:64][C:63]([S:66]([NH:10][CH2:11][CH2:12][C:13]2[CH:51]=[CH:50][C:16]([O:17][CH2:18][CH2:19][C:20]3[CH:21]=[CH:22][C:23]([O:42][CH2:43][C:44]4[CH:45]=[CH:46][CH:47]=[CH:48][CH:49]=4)=[C:24]([C@@H:26]([C:36]4[CH:37]=[CH:38][CH:39]=[CH:40][CH:41]=4)[CH2:27][CH2:28][N:29]([CH:33]([CH3:35])[CH3:34])[CH:30]([CH3:32])[CH3:31])[CH:25]=3)=[CH:15][CH:14]=2)(=[O:68])=[O:67])=[CH:62][CH:61]=1)[C:53]1[CH:54]=[CH:55][CH:56]=[CH:57][CH:58]=1, predict the reactants needed to synthesize it. The reactants are: C([N:3](CC)CC)C.Cl.Cl.[NH2:10][CH2:11][CH2:12][C:13]1[CH:51]=[CH:50][C:16]([O:17][CH2:18][CH2:19][C:20]2[CH:21]=[CH:22][C:23]([O:42][CH2:43][C:44]3[CH:49]=[CH:48][CH:47]=[CH:46][CH:45]=3)=[C:24]([C@@H:26]([C:36]3[CH:41]=[CH:40][CH:39]=[CH:38][CH:37]=3)[CH2:27][CH2:28][N:29]([CH:33]([CH3:35])[CH3:34])[CH:30]([CH3:32])[CH3:31])[CH:25]=2)=[CH:15][CH:14]=1.[CH2:52]([O:59][C:60]1[CH:65]=[CH:64][C:63]([S:66](Cl)(=[O:68])=[O:67])=[CH:62][CH:61]=1)[C:53]1[CH:58]=[CH:57][CH:56]=[CH:55][CH:54]=1. (4) Given the product [CH3:15][O:14][N:13]=[C:11]1[CH2:10][C@@H:9]([C:16]([N:34]2[CH2:39][CH2:38][CH2:37][CH:36]([OH:40])[CH2:35]2)=[O:18])[N:8]([C:6]([C:31]2[CH:30]=[CH:29][C:28]([C:19]3[CH:20]=[CH:21][CH:22]=[CH:23][CH:24]=3)=[CH:33][CH:32]=2)=[O:7])[CH2:12]1, predict the reactants needed to synthesize it. The reactants are: C(O[C:6]([N:8]1[CH2:12][C:11](=[N:13][O:14][CH3:15])[CH2:10][C@H:9]1[C:16]([OH:18])=O)=[O:7])(C)(C)C.[C:19]1([C:28]2[CH:33]=[CH:32][CH:31]=[CH:30][CH:29]=2)[CH:24]=[CH:23][C:22](C(Cl)=O)=[CH:21][CH:20]=1.[NH:34]1[CH2:39][CH2:38][CH2:37][CH:36]([OH:40])[CH2:35]1. (5) Given the product [CH:34]([N:19]1[CH2:18][CH2:23][N:22]([C:3]([C:5]2[CH:10]=[N:9][C:8]([CH2:11][N:26]3[CH2:30][CH2:29][CH2:28][CH2:27][CH2:51]3)=[CH:7][N:6]=2)=[O:4])[CH2:21][CH2:20]1)([CH3:35])[CH3:33], predict the reactants needed to synthesize it. The reactants are: CO[C:3]([C:5]1[CH:10]=[N:9][C:8]([CH:11](Br)Br)=[CH:7][N:6]=1)=[O:4].COC([C:18]1[CH:23]=[N:22][C:21](C)=[CH:20][N:19]=1)=O.Br[N:26]1[C:30](=O)[CH2:29][CH2:28][C:27]1=O.[C:33](OOC(=O)C1C=CC=CC=1)(=O)[C:34]1C=CC=C[CH:35]=1.[C:51](Cl)(Cl)(Cl)Cl. (6) Given the product [OH:19][CH2:18][CH2:17][CH2:16][CH2:15][CH2:14][CH2:13][O:9][C:6]1[CH:7]=[CH:8][C:3]([CH2:2][NH:1][C:31]([C:26]2[S:27][C:28]([CH3:30])=[C:29]3[C:25]=2[CH2:24][C@H:23]2[C:21]([CH3:34])([CH3:20])[C@H:22]23)=[O:32])=[C:4]([O:10][CH3:11])[CH:5]=1, predict the reactants needed to synthesize it. The reactants are: [NH2:1][CH2:2][C:3]1[CH:8]=[CH:7][C:6]([OH:9])=[CH:5][C:4]=1[O:10][CH3:11].Br[CH2:13][CH2:14][CH2:15][CH2:16][CH2:17][CH2:18][OH:19].[CH3:20][C:21]1([CH3:34])[C@@H:23]2[CH2:24][C:25]3[C:29]([C@H:22]12)=[C:28]([CH3:30])[S:27][C:26]=3[C:31](O)=[O:32].